From a dataset of Reaction yield outcomes from USPTO patents with 853,638 reactions. Predict the reaction yield, written as a fraction of the theoretical maximum amount of product (1.0 means a 100% yield; for example, 0.34 means a 34% yield). (1) The reactants are [F:1][C:2]1[CH:3]=[C:4]([C:11]2[CH:16]=[CH:15][C:14]([O:17][CH2:18][CH:19]3[CH2:24][CH2:23][N:22]([CH2:25][C:26]([F:29])([CH3:28])[CH3:27])[CH2:21][CH2:20]3)=[C:13]([F:30])[CH:12]=2)[CH:5]=[CH:6][C:7]=1C(O)=O.N1CCC[C@H]1[C:36]([NH2:38])=[O:37].CCN(C(C)C)C(C)C.CCN=C=N[CH2:53][CH2:54][CH2:55][N:56]([CH3:58])[CH3:57].C1C=CC2N([OH:68])N=NC=2C=1. The catalyst is CN(C=O)C.O. The product is [F:1][C:2]1[CH:7]=[CH:6][CH:5]=[C:4]([C:11]2[CH:16]=[CH:15][C:14]([O:17][CH2:18][CH:19]3[CH2:24][CH2:23][N:22]([CH2:25][C:26]([F:29])([CH3:27])[CH3:28])[CH2:21][CH2:20]3)=[C:13]([F:30])[CH:12]=2)[C:3]=1[C:58]([N:56]1[CH2:55][CH2:54][CH2:53][C@H:57]1[C:36]([NH2:38])=[O:37])=[O:68]. The yield is 0.750. (2) The reactants are [CH:1]1([N:4]2[C:8]3[N:9]=[N:10][CH:11]=[C:12]([C:13]4[CH:18]=[CH:17][C:16]([F:19])=[CH:15][CH:14]=4)[C:7]=3[N:6]=[CH:5]2)[CH2:3][CH2:2]1.[I:20]N1C(C)(C)C(=O)N(I)C1=O. No catalyst specified. The product is [I:20][C:15]1[CH:14]=[C:13]([C:12]2[C:7]3[N:6]=[CH:5][N:4]([CH:1]4[CH2:3][CH2:2]4)[C:8]=3[N:9]=[N:10][CH:11]=2)[CH:18]=[CH:17][C:16]=1[F:19]. The yield is 0.790. (3) The reactants are [C:1]([C:3]1[CH:8]=[CH:7][CH:6]=[CH:5][C:4]=1[C:9]1[CH:14]=[CH:13][C:12]([CH2:15][C:16]2[C:17](=[O:32])[N:18]([CH2:28][C:29](O)=[O:30])[C:19]3[N:20]([N:25]=[CH:26][N:27]=3)[C:21]=2[CH2:22][CH2:23][CH3:24])=[CH:11][CH:10]=1)#[N:2].[NH4+].O[N:35]1C2C=CC=CC=2N=N1.Cl.C(N=C=NCCCN(C)C)C.CN(C)C=O. The catalyst is C(OCC)(=O)C. The product is [C:1]([C:3]1[CH:8]=[CH:7][CH:6]=[CH:5][C:4]=1[C:9]1[CH:10]=[CH:11][C:12]([CH2:15][C:16]2[C:17](=[O:32])[N:18]([CH2:28][C:29]([NH2:35])=[O:30])[C:19]3[N:20]([N:25]=[CH:26][N:27]=3)[C:21]=2[CH2:22][CH2:23][CH3:24])=[CH:13][CH:14]=1)#[N:2]. The yield is 1.00. (4) The reactants are C[O:2][C:3](=[O:20])[C:4]1[CH:9]=[CH:8][C:7](Cl)=[N:6][C:5]=1[NH:11][C:12]1[CH:17]=[CH:16][C:15]([Br:18])=[CH:14][C:13]=1[F:19].BrC1C=CC(NC2N=C(Cl)C=CC=2C(O)=[O:32])=C(F)C=1.C[Si](C=[N+]=[N-])(C)C. The catalyst is CO.C1C=CC=CC=1. The product is [Br:18][C:15]1[CH:16]=[CH:17][C:12]([NH:11][C:5]2[NH:6][C:7](=[O:32])[CH:8]=[CH:9][C:4]=2[C:3]([OH:2])=[O:20])=[C:13]([F:19])[CH:14]=1. The yield is 0.930. (5) The reactants are [CH3:1][C@H:2]1[CH2:7][NH:6][CH2:5][CH2:4][N:3]1[C:8]([O:10][C:11]([CH3:14])([CH3:13])[CH3:12])=[O:9].Br[C:16]1[CH:21]=[CH:20][CH:19]=[CH:18][N:17]=1.CCN(C(C)C)C(C)C. The catalyst is CS(C)=O. The product is [CH3:1][C@H:2]1[CH2:7][N:6]([C:16]2[CH:21]=[CH:20][CH:19]=[CH:18][N:17]=2)[CH2:5][CH2:4][N:3]1[C:8]([O:10][C:11]([CH3:13])([CH3:12])[CH3:14])=[O:9]. The yield is 0.470.